This data is from Reaction yield outcomes from USPTO patents with 853,638 reactions. The task is: Predict the reaction yield, written as a fraction of the theoretical maximum amount of product (1.0 means a 100% yield; for example, 0.34 means a 34% yield). The reactants are [CH3:1][N:2]1[CH2:7][CH2:6][N:5]([C:8](=O)[CH2:9][CH2:10][C:11]2[C:19]3[C:18](=O)[CH2:17][CH2:16][CH2:15][C:14]=3[NH:13][CH:12]=2)[CH2:4][CH2:3]1.[H-].[Al+3].[Li+].[H-].[H-].[H-].O.[OH-].[Na+]. The catalyst is O1CCCC1. The product is [CH3:1][N:2]1[CH2:3][CH2:4][N:5]([CH2:8][CH2:9][CH2:10][C:11]2[C:19]3[CH2:18][CH2:17][CH2:16][CH2:15][C:14]=3[NH:13][CH:12]=2)[CH2:6][CH2:7]1. The yield is 1.00.